From a dataset of Forward reaction prediction with 1.9M reactions from USPTO patents (1976-2016). Predict the product of the given reaction. (1) Given the reactants [C:1]([O:5][CH3:6])(=[O:4])[CH:2]=[CH2:3].I[CH2:8][C:9]12[CH2:16][CH2:15][C:12]([C:17]3[S:21][C:20]([CH3:22])=[N:19][C:18]=3[C:23]3[CH:28]=[CH:27][CH:26]=[CH:25][CH:24]=3)([CH2:13][CH2:14]1)[O:11][CH2:10]2, predict the reaction product. The product is: [CH3:22][C:20]1[S:21][C:17]([C:12]23[CH2:13][CH2:14][C:9]([CH2:8][CH2:3][CH2:2][C:1]([O:5][CH3:6])=[O:4])([CH2:16][CH2:15]2)[CH2:10][O:11]3)=[C:18]([C:23]2[CH:28]=[CH:27][CH:26]=[CH:25][CH:24]=2)[N:19]=1. (2) Given the reactants O=[O+][O-].CC1(C)OC([CH2:10][O:11][C:12]([N:14]2[CH2:19][CH2:18][C:17]3[C:20]([C:32]#[N:33])=[C:21]([NH:23][C:24]([C:26]4[CH:31]=[CH:30][CH:29]=[CH:28][CH:27]=4)=[O:25])[S:22][C:16]=3[CH2:15]2)=[O:13])CO1, predict the reaction product. The product is: [N:14]1[CH:19]=[CH:18][C:17]([CH2:20][CH2:10][O:11][C:12]([N:14]2[CH2:19][CH2:18][C:17]3[C:20]([C:32]#[N:33])=[C:21]([NH:23][C:24]([C:26]4[CH:27]=[CH:28][CH:29]=[CH:30][CH:31]=4)=[O:25])[S:22][C:16]=3[CH2:15]2)=[O:13])=[CH:16][CH:15]=1. (3) Given the reactants C[O:2][C:3]([C:5]1([C:8]2[CH:13]=[CH:12][C:11]([C:14]3[CH:19]=[CH:18][C:17]([N:20]4[C:24]([NH:25][C:26]([O:28][C@@H:29]([C:31]5[CH:36]=[CH:35][CH:34]=[CH:33][CH:32]=5)[CH3:30])=[O:27])=[C:23]([CH3:37])[N:22]=[N:21]4)=[CH:16][C:15]=3OC)=[CH:10][CH:9]=2)[CH2:7][CH2:6]1)=[O:4].[OH-].[Na+].C1C[O:45][CH2:44]C1, predict the reaction product. The product is: [CH3:44][O:45][C:18]1[CH:19]=[C:14]([C:11]2[CH:12]=[CH:13][C:8]([C:5]3([C:3]([OH:2])=[O:4])[CH2:7][CH2:6]3)=[CH:9][CH:10]=2)[CH:15]=[CH:16][C:17]=1[N:20]1[C:24]([NH:25][C:26]([O:28][C@@H:29]([C:31]2[CH:36]=[CH:35][CH:34]=[CH:33][CH:32]=2)[CH3:30])=[O:27])=[C:23]([CH3:37])[N:22]=[N:21]1. (4) Given the reactants [Cl:1][C:2]1[C:3](F)=[N:4][CH:5]=[C:6]([O:8][CH2:9][CH:10]([O:14][CH2:15][CH3:16])[O:11][CH2:12][CH3:13])[CH:7]=1.CC(C)([O-])C.[K+].CN(C)C(=O)C.[CH3:30][C:31]1[N:32]=[CH:33][C:34]([NH:37][C:38]2[C:47]3[C:42](=[CH:43][CH:44]=[C:45]([OH:48])[CH:46]=3)[N:41]=[CH:40][N:39]=2)=[N:35][CH:36]=1, predict the reaction product. The product is: [Cl:1][C:2]1[C:3]([O:48][C:45]2[CH:46]=[C:47]3[C:42](=[CH:43][CH:44]=2)[N:41]=[CH:40][N:39]=[C:38]3[NH:37][C:34]2[CH:33]=[N:32][C:31]([CH3:30])=[CH:36][N:35]=2)=[N:4][CH:5]=[C:6]([O:8][CH2:9][CH:10]([O:14][CH2:15][CH3:16])[O:11][CH2:12][CH3:13])[CH:7]=1.